This data is from Full USPTO retrosynthesis dataset with 1.9M reactions from patents (1976-2016). The task is: Predict the reactants needed to synthesize the given product. (1) Given the product [C:9]([C:6]1([N:11]([CH3:12])[C:24](=[O:25])[CH2:23][C:15]2[C:16]([CH:21]=[CH2:22])=[CH:17][C:18]([CH3:20])=[CH:19][C:14]=2[CH3:13])[CH2:7][CH2:8][N:3]([O:2][CH3:1])[CH2:4][CH2:5]1)#[N:10], predict the reactants needed to synthesize it. The reactants are: [CH3:1][O:2][N:3]1[CH2:8][CH2:7][C:6]([NH:11][CH3:12])([C:9]#[N:10])[CH2:5][CH2:4]1.[CH3:13][C:14]1[CH:19]=[C:18]([CH3:20])[CH:17]=[C:16]([CH:21]=[CH2:22])[C:15]=1[CH2:23][C:24](Cl)=[O:25].Cl. (2) Given the product [CH3:1][O:2][C:3](=[O:29])[C@@H:4]([NH:18][C:19](=[O:28])[C:20]1[CH:25]=[C:24]([Br:26])[CH:23]=[CH:22][C:21]=1[O:27][CH2:42][C:41]1[CH:44]=[CH:45][C:38]([O:37][CH2:30][C:31]2[CH:36]=[CH:35][CH:34]=[CH:33][CH:32]=2)=[CH:39][CH:40]=1)[CH2:5][C:6]1[CH:7]=[CH:8][C:9]([C:12]2[CH:17]=[CH:16][CH:15]=[CH:14][CH:13]=2)=[CH:10][CH:11]=1, predict the reactants needed to synthesize it. The reactants are: [CH3:1][O:2][C:3](=[O:29])[C@@H:4]([NH:18][C:19](=[O:28])[C:20]1[CH:25]=[C:24]([Br:26])[CH:23]=[CH:22][C:21]=1[OH:27])[CH2:5][C:6]1[CH:11]=[CH:10][C:9]([C:12]2[CH:17]=[CH:16][CH:15]=[CH:14][CH:13]=2)=[CH:8][CH:7]=1.[CH2:30]([O:37][C:38]1[CH:45]=[CH:44][C:41]([CH2:42]Cl)=[CH:40][CH:39]=1)[C:31]1[CH:36]=[CH:35][CH:34]=[CH:33][CH:32]=1. (3) Given the product [NH2:1][C:2]1[C:7]([C:8]#[N:9])=[C:6]([N:10]2[CH2:15][CH2:14][CH:13]([C:16]3[N:17]([CH2:29][CH2:30][NH:31][CH3:32])[CH:18]=[C:19]([C:21]4[CH:26]=[CH:25][C:24]([F:27])=[C:23]([CH3:28])[CH:22]=4)[N:20]=3)[CH2:12][CH2:11]2)[N:5]=[CH:4][N:3]=1, predict the reactants needed to synthesize it. The reactants are: [NH2:1][C:2]1[C:7]([C:8]#[N:9])=[C:6]([N:10]2[CH2:15][CH2:14][CH:13]([C:16]3[N:17]([CH2:29][CH2:30][NH:31][CH2:32]C4CC4)[CH:18]=[C:19]([C:21]4[CH:26]=[CH:25][C:24]([F:27])=[C:23]([CH3:28])[CH:22]=4)[N:20]=3)[CH2:12][CH2:11]2)[N:5]=[CH:4][N:3]=1.CN. (4) Given the product [OH:8][C:5]1[CH:6]=[CH:7][C:2]([NH:1][C:29]([C:26]2[CH:25]=[CH:24][C:23]([C:20]3[CH:21]=[CH:22][C:17]([O:16][CH2:9][CH2:10][CH2:11][CH2:12][CH2:13][CH2:14][CH3:15])=[CH:18][CH:19]=3)=[CH:28][CH:27]=2)=[O:30])=[CH:3][CH:4]=1, predict the reactants needed to synthesize it. The reactants are: [NH2:1][C:2]1[CH:7]=[CH:6][C:5]([OH:8])=[CH:4][CH:3]=1.[CH2:9]([O:16][C:17]1[CH:22]=[CH:21][C:20]([C:23]2[CH:28]=[CH:27][C:26]([C:29](O)=[O:30])=[CH:25][CH:24]=2)=[CH:19][CH:18]=1)[CH2:10][CH2:11][CH2:12][CH2:13][CH2:14][CH3:15]. (5) Given the product [F:1][CH:2]([F:10])[O:11][CH2:12][C@@H:13]([O:15][C:16]1[CH:17]=[C:18]([CH:23]=[C:24]([O:26][CH2:27][C:28]2[CH:33]=[CH:32][CH:31]=[CH:30][CH:29]=2)[CH:25]=1)[C:19]([O:21][CH3:22])=[O:20])[CH3:14], predict the reactants needed to synthesize it. The reactants are: [F:1][C:2]([F:10])(S(F)(=O)=O)C(O)=O.[OH:11][CH2:12][C@@H:13]([O:15][C:16]1[CH:17]=[C:18]([CH:23]=[C:24]([O:26][CH2:27][C:28]2[CH:33]=[CH:32][CH:31]=[CH:30][CH:29]=2)[CH:25]=1)[C:19]([O:21][CH3:22])=[O:20])[CH3:14]. (6) Given the product [CH2:53]([C:39]1[S:38][C:37]([NH:36][C:16](=[O:18])[CH2:15][CH2:14][C:13]([C:6]2[CH:7]=[CH:8][C:9]([O:10][CH2:11][CH3:12])=[C:4]([O:3][CH2:1][CH3:2])[CH:5]=2)=[O:21])=[C:41]([C:42]([O:44][CH2:45][CH3:46])=[O:43])[C:40]=1[C:47]1[CH:52]=[CH:51][CH:50]=[CH:49][CH:48]=1)[C:54]1[CH:55]=[CH:56][CH:57]=[CH:58][CH:59]=1, predict the reactants needed to synthesize it. The reactants are: [CH2:1]([O:3][C:4]1[CH:5]=[C:6]([C:13]([O:21]C)(OC)[CH2:14][CH2:15][C:16]([O-:18])=O)[CH:7]=[CH:8][C:9]=1[O:10][CH2:11][CH3:12])[CH3:2].[K+].ClC1C=C(Cl)C=C(Cl)C=1C(Cl)=O.[NH2:36][C:37]1[S:38][C:39]([CH2:53][C:54]2[CH:59]=[CH:58][CH:57]=[CH:56][CH:55]=2)=[C:40]([C:47]2[CH:52]=[CH:51][CH:50]=[CH:49][CH:48]=2)[C:41]=1[C:42]([O:44][CH2:45][CH3:46])=[O:43].Cl.